From a dataset of NCI-60 drug combinations with 297,098 pairs across 59 cell lines. Regression. Given two drug SMILES strings and cell line genomic features, predict the synergy score measuring deviation from expected non-interaction effect. (1) Drug 1: C1C(C(OC1N2C=C(C(=O)NC2=O)F)CO)O. Drug 2: C(CCl)NC(=O)N(CCCl)N=O. Cell line: MDA-MB-231. Synergy scores: CSS=13.3, Synergy_ZIP=-6.82, Synergy_Bliss=-4.25, Synergy_Loewe=-0.607, Synergy_HSA=-0.259. (2) Drug 1: C1=CC(=CC=C1CCCC(=O)O)N(CCCl)CCCl. Drug 2: CC(C)(C#N)C1=CC(=CC(=C1)CN2C=NC=N2)C(C)(C)C#N. Cell line: MDA-MB-435. Synergy scores: CSS=-5.18, Synergy_ZIP=-0.782, Synergy_Bliss=-5.15, Synergy_Loewe=-6.94, Synergy_HSA=-7.21. (3) Cell line: NCIH23. Synergy scores: CSS=33.2, Synergy_ZIP=-2.67, Synergy_Bliss=2.03, Synergy_Loewe=-10.5, Synergy_HSA=3.64. Drug 2: CC1C(C(CC(O1)OC2CC(CC3=C2C(=C4C(=C3O)C(=O)C5=C(C4=O)C(=CC=C5)OC)O)(C(=O)CO)O)N)O.Cl. Drug 1: C1CN1P(=S)(N2CC2)N3CC3. (4) Drug 1: C1=CC(=CC=C1CC(C(=O)O)N)N(CCCl)CCCl.Cl. Drug 2: C1=CN(C(=O)N=C1N)C2C(C(C(O2)CO)O)O.Cl. Cell line: A549. Synergy scores: CSS=60.3, Synergy_ZIP=-1.66, Synergy_Bliss=-0.110, Synergy_Loewe=-9.37, Synergy_HSA=2.10.